This data is from Forward reaction prediction with 1.9M reactions from USPTO patents (1976-2016). The task is: Predict the product of the given reaction. The product is: [CH3:21][C:11]1[CH:16]=[CH:15][C:14]([S:17]([O:5][CH2:4][C:3]([OH:8])([CH2:6][O:7][S:17]([C:14]2[CH:15]=[CH:16][C:11]([CH3:21])=[CH:12][CH:13]=2)(=[O:19])=[O:18])[C:2]([F:10])([F:9])[F:1])(=[O:19])=[O:18])=[CH:13][CH:12]=1. Given the reactants [F:1][C:2]([F:10])([F:9])[C:3]([OH:8])([CH2:6][OH:7])[CH2:4][OH:5].[C:11]1([CH3:21])[CH:16]=[CH:15][C:14]([S:17](Cl)(=[O:19])=[O:18])=[CH:13][CH:12]=1, predict the reaction product.